Dataset: NCI-60 drug combinations with 297,098 pairs across 59 cell lines. Task: Regression. Given two drug SMILES strings and cell line genomic features, predict the synergy score measuring deviation from expected non-interaction effect. (1) Drug 1: COC1=C(C=C2C(=C1)N=CN=C2NC3=CC(=C(C=C3)F)Cl)OCCCN4CCOCC4. Drug 2: CC1CCC2CC(C(=CC=CC=CC(CC(C(=O)C(C(C(=CC(C(=O)CC(OC(=O)C3CCCCN3C(=O)C(=O)C1(O2)O)C(C)CC4CCC(C(C4)OC)OCCO)C)C)O)OC)C)C)C)OC. Cell line: HT29. Synergy scores: CSS=35.8, Synergy_ZIP=-3.19, Synergy_Bliss=1.06, Synergy_Loewe=-3.35, Synergy_HSA=3.52. (2) Drug 1: C1CCN(CC1)CCOC2=CC=C(C=C2)C(=O)C3=C(SC4=C3C=CC(=C4)O)C5=CC=C(C=C5)O. Drug 2: C(CN)CNCCSP(=O)(O)O. Cell line: MOLT-4. Synergy scores: CSS=23.6, Synergy_ZIP=2.32, Synergy_Bliss=8.41, Synergy_Loewe=4.94, Synergy_HSA=5.72. (3) Drug 1: CC1C(C(CC(O1)OC2CC(CC3=C2C(=C4C(=C3O)C(=O)C5=C(C4=O)C(=CC=C5)OC)O)(C(=O)C)O)N)O.Cl. Drug 2: C(CCl)NC(=O)N(CCCl)N=O. Cell line: NCI-H226. Synergy scores: CSS=16.3, Synergy_ZIP=-3.04, Synergy_Bliss=3.42, Synergy_Loewe=-6.12, Synergy_HSA=2.19. (4) Drug 1: CC1C(C(CC(O1)OC2CC(CC3=C2C(=C4C(=C3O)C(=O)C5=C(C4=O)C(=CC=C5)OC)O)(C(=O)CO)O)N)O.Cl. Drug 2: CN(C)N=NC1=C(NC=N1)C(=O)N. Cell line: CAKI-1. Synergy scores: CSS=30.3, Synergy_ZIP=-0.490, Synergy_Bliss=-0.250, Synergy_Loewe=-1.25, Synergy_HSA=-0.128. (5) Drug 1: C1=CN(C(=O)N=C1N)C2C(C(C(O2)CO)O)O.Cl. Drug 2: C1=NC(=NC(=O)N1C2C(C(C(O2)CO)O)O)N. Cell line: UO-31. Synergy scores: CSS=40.3, Synergy_ZIP=-7.92, Synergy_Bliss=-2.32, Synergy_Loewe=1.92, Synergy_HSA=3.56. (6) Drug 1: C1CCN(CC1)CCOC2=CC=C(C=C2)C(=O)C3=C(SC4=C3C=CC(=C4)O)C5=CC=C(C=C5)O. Drug 2: C1=CC(=C2C(=C1NCCNCCO)C(=O)C3=C(C=CC(=C3C2=O)O)O)NCCNCCO. Cell line: TK-10. Synergy scores: CSS=40.8, Synergy_ZIP=1.10, Synergy_Bliss=1.44, Synergy_Loewe=-14.6, Synergy_HSA=1.98.